From a dataset of Reaction yield outcomes from USPTO patents with 853,638 reactions. Predict the reaction yield, written as a fraction of the theoretical maximum amount of product (1.0 means a 100% yield; for example, 0.34 means a 34% yield). (1) The catalyst is C(Cl)Cl. The yield is 0.660. The reactants are [C:12]([O:11][C:9](O[C:9]([O:11][C:12]([CH3:15])([CH3:14])[CH3:13])=[O:10])=[O:10])([CH3:15])([CH3:14])[CH3:13].Cl.[Cl:17][CH2:18][CH2:19][C:20]([NH2:23])([CH3:22])[CH3:21].C(N(CC)CC)C. The product is [Cl:17][CH2:18][CH2:19][C:20]([NH:23][C:9](=[O:10])[O:11][C:12]([CH3:13])([CH3:14])[CH3:15])([CH3:22])[CH3:21]. (2) The reactants are C(C1C(=O)C(Cl)=C(Cl)C(=O)C=1C#N)#N.[F:15][C:16]1[CH:25]=[C:24]2[C:19]([CH2:20][CH2:21][C:22](=[O:26])[NH:23]2)=[CH:18][CH:17]=1. The catalyst is O1CCOCC1. The yield is 0.180. The product is [F:15][C:16]1[CH:25]=[C:24]2[C:19]([CH:20]=[CH:21][C:22](=[O:26])[NH:23]2)=[CH:18][CH:17]=1. (3) The reactants are Cl[C:2](OC(Cl)(Cl)Cl)=[O:3].[NH2:9][C:10]1[CH:18]=[CH:17][C:16]([Cl:19])=[CH:15][C:11]=1[C:12]([OH:14])=[O:13]. The catalyst is O1CCOCC1. The product is [Cl:19][C:16]1[CH:17]=[CH:18][C:10]2[NH:9][C:2](=[O:3])[O:13][C:12](=[O:14])[C:11]=2[CH:15]=1. The yield is 0.920. (4) The reactants are [C:1]([C:4]1[C:9]([C:10]2[CH:15]=[CH:14][CH:13]=[C:12]([Cl:16])[CH:11]=2)=[N:8][N:7]([CH2:17][CH3:18])[C:6](=[O:19])[C:5]=1[N+:20]([O-])=O)(=[O:3])[CH3:2].N[C:24]1[CH:33]=[CH:32][CH:31]=[C:30]2[C:25]=1[CH:26]=[CH:27][N:28]=[CH:29]2. The catalyst is C(O)C. The product is [C:1]([C:4]1[C:9]([C:10]2[CH:15]=[CH:14][CH:13]=[C:12]([Cl:16])[CH:11]=2)=[N:8][N:7]([CH2:17][CH3:18])[C:6](=[O:19])[C:5]=1[NH:20][C:24]1[CH:33]=[CH:32][CH:31]=[C:30]2[C:25]=1[CH:26]=[CH:27][N:28]=[CH:29]2)(=[O:3])[CH3:2]. The yield is 0.215.